Dataset: NCI-60 drug combinations with 297,098 pairs across 59 cell lines. Task: Regression. Given two drug SMILES strings and cell line genomic features, predict the synergy score measuring deviation from expected non-interaction effect. Drug 1: C#CCC(CC1=CN=C2C(=N1)C(=NC(=N2)N)N)C3=CC=C(C=C3)C(=O)NC(CCC(=O)O)C(=O)O. Drug 2: CCC1(C2=C(COC1=O)C(=O)N3CC4=CC5=C(C=CC(=C5CN(C)C)O)N=C4C3=C2)O.Cl. Cell line: HCT116. Synergy scores: CSS=47.8, Synergy_ZIP=3.26, Synergy_Bliss=3.42, Synergy_Loewe=4.52, Synergy_HSA=4.74.